This data is from Peptide-MHC class II binding affinity with 134,281 pairs from IEDB. The task is: Regression. Given a peptide amino acid sequence and an MHC pseudo amino acid sequence, predict their binding affinity value. This is MHC class II binding data. (1) The peptide sequence is AAATAGTTSYGAFAA. The MHC is HLA-DPA10103-DPB10401 with pseudo-sequence HLA-DPA10103-DPB10401. The binding affinity (normalized) is 0. (2) The peptide sequence is AKIVTAETQNSSFII. The MHC is DRB1_0301 with pseudo-sequence DRB1_0301. The binding affinity (normalized) is 0.361. (3) The peptide sequence is YKTLRAEQA. The MHC is DRB1_1101 with pseudo-sequence DRB1_1101. The binding affinity (normalized) is 0.0577. (4) The peptide sequence is YDKFLANVSTVFTGK. The MHC is DRB3_0202 with pseudo-sequence DRB3_0202. The binding affinity (normalized) is 0.829.